Regression. Given a peptide amino acid sequence and an MHC pseudo amino acid sequence, predict their binding affinity value. This is MHC class II binding data. From a dataset of Peptide-MHC class II binding affinity with 134,281 pairs from IEDB. (1) The peptide sequence is LISWGHYPLHLRYYR. The MHC is DRB1_1101 with pseudo-sequence DRB1_1101. The binding affinity (normalized) is 0.178. (2) The peptide sequence is KLLPVPPTVTIFKIS. The MHC is DRB1_1101 with pseudo-sequence DRB1_1101. The binding affinity (normalized) is 0.272. (3) The peptide sequence is HRLMSAAVKDERAVH. The MHC is DRB1_0404 with pseudo-sequence DRB1_0404. The binding affinity (normalized) is 0.561. (4) The peptide sequence is KRSGMDSMKILKDAR. The MHC is DRB1_0101 with pseudo-sequence DRB1_0101. The binding affinity (normalized) is 0.148.